This data is from Forward reaction prediction with 1.9M reactions from USPTO patents (1976-2016). The task is: Predict the product of the given reaction. (1) Given the reactants C[CH2:2][N:3](CC)CC.[C:8]([O:12][C:13]([N:15]1[CH2:20][CH2:19][CH:18]([CH2:21][CH2:22][C:23](=O)[CH2:24][C:25]2[CH:30]=[CH:29][N:28]=[CH:27][CH:26]=2)[CH2:17][CH2:16]1)=[O:14])([CH3:11])([CH3:10])[CH3:9].Cl.CN.[BH4-].[Na+], predict the reaction product. The product is: [C:8]([O:12][C:13]([N:15]1[CH2:20][CH2:19][CH:18]([CH2:21][CH2:22][CH:23]([NH:3][CH3:2])[CH2:24][C:25]2[CH:30]=[CH:29][N:28]=[CH:27][CH:26]=2)[CH2:17][CH2:16]1)=[O:14])([CH3:11])([CH3:10])[CH3:9]. (2) The product is: [CH3:34][O:33][CH2:32][C@@H:31]([N:11]1[C:7]2[CH:6]=[CH:5][NH:4][C:3](=[O:2])[C:8]=2[C:9]([C:12]2[CH:13]=[C:14]([C:17]([NH2:19])=[O:18])[S:15][CH:16]=2)=[N:10]1)[CH2:35][CH3:36]. Given the reactants C[O:2][C:3]1[C:8]2[C:9]([C:12]3[CH:13]=[C:14]([C:17]([NH2:19])=[O:18])[S:15][CH:16]=3)=[N:10][NH:11][C:7]=2[CH:6]=[CH:5][N:4]=1.CC1C=CC(S(O[CH:31]([CH2:35][CH3:36])[CH2:32][O:33][CH3:34])(=O)=O)=CC=1, predict the reaction product. (3) The product is: [F:16][C:17]([F:24])([F:23])[C:18]([C:15]1[C:10]([F:9])=[N:11][CH:12]=[CH:13][CH:14]=1)=[O:19]. Given the reactants C([N-]C(C)C)(C)C.[Li+].[F:9][C:10]1[CH:15]=[CH:14][CH:13]=[CH:12][N:11]=1.[F:16][C:17]([F:24])([F:23])[C:18](OCC)=[O:19].Cl, predict the reaction product. (4) Given the reactants [N+:1]([C:4]1[CH:10]=[CH:9][CH:8]=[CH:7][C:5]=1[NH2:6])([O-])=O.[C:11]1([NH2:18])[CH:16]=CC=CC=1N.C(Cl)(=O)C(Cl)=O.N1C(=O)[C:27](=[O:35])[N:28]=C2C=1C=CC=C2, predict the reaction product. The product is: [N:1]1[C:27](=[O:35])[N:28]=[C:10]2[C:4]=1[C:5]1[N:6]=[CH:16][CH:11]=[N:18][C:7]=1[CH:8]=[CH:9]2. (5) Given the reactants Br[C:2]1[N:10]2[C:5]([C:6]([N:12]([CH2:22][CH3:23])[CH2:13][C:14]3[CH:19]=[CH:18][C:17]([O:20][CH3:21])=[CH:16][CH:15]=3)=[N:7][C:8]([Cl:11])=[N:9]2)=[N:4][CH:3]=1.[Cu][C:25]#[N:26], predict the reaction product. The product is: [Cl:11][C:8]1[N:7]=[C:6]([N:12]([CH2:22][CH3:23])[CH2:13][C:14]2[CH:19]=[CH:18][C:17]([O:20][CH3:21])=[CH:16][CH:15]=2)[C:5]2=[N:4][CH:3]=[C:2]([C:25]#[N:26])[N:10]2[N:9]=1. (6) Given the reactants CC1(C)C(C)(C)OB([C:9]2[C:22]3[CH2:21][C:20]4[C:15](=[CH:16][CH:17]=[CH:18][CH:19]=4)[S:14][C:13]=3[C:12]([O:23]C(=O)OC(C)(C)C)=[CH:11][CH:10]=2)O1.Cl[C:33]1[O:34][C:35]([N:40]2[CH2:45][CH2:44][O:43][CH2:42][CH2:41]2)=[CH:36][C:37](=[O:39])[CH:38]=1.C(=O)([O-])[O-].[K+].[K+], predict the reaction product. The product is: [OH:23][C:12]1[C:13]2[S:14][C:15]3[C:20](=[CH:19][CH:18]=[CH:17][CH:16]=3)[CH2:21][C:22]=2[C:9]([C:33]2[O:34][C:35]([N:40]3[CH2:41][CH2:42][O:43][CH2:44][CH2:45]3)=[CH:36][C:37](=[O:39])[CH:38]=2)=[CH:10][CH:11]=1.